The task is: Predict which catalyst facilitates the given reaction.. This data is from Catalyst prediction with 721,799 reactions and 888 catalyst types from USPTO. (1) Reactant: [CH3:1][C:2]1[N:7]=[C:6]2[NH:8][CH:9]=[CH:10][C:5]2=[CH:4][C:3]=1[C:11]#[N:12].N.CO. Product: [CH3:1][C:2]1[N:7]=[C:6]2[NH:8][CH:9]=[CH:10][C:5]2=[CH:4][C:3]=1[CH2:11][NH2:12]. The catalyst class is: 181. (2) Reactant: [CH3:26][S:25][C:16]1[C:15](C=C[C:15]2[C:16]([S:25][CH3:26])=[CH:17][C:18]3[C:23]([CH:24]=2)=[CH:22][CH:21]=[CH:20][CH:19]=3)=[CH:24][C:23]2[C:18](=[CH:19][CH:20]=[CH:21][CH:22]=2)[CH:17]=1.II.S([O-])(O)=O.[Na+]. Product: [CH:21]1[CH:22]=[C:23]2[C:18]([CH:17]=[C:16]3[S:25][C:26]4[C:15]5[C:16]([S:25][C:26]=4[C:15]3=[CH:24]2)=[CH:17][C:18]2[C:23](=[CH:22][CH:21]=[CH:20][CH:19]=2)[CH:24]=5)=[CH:19][CH:20]=1. The catalyst class is: 22. (3) Reactant: [Si:1]([O:8][C@H:9]([CH3:40])[C@@H:10]([NH:27][C:28]1[CH:33]=[CH:32][C:31]([C:34]#[N:35])=[C:30]([C:36]([F:39])([F:38])[F:37])[CH:29]=1)[C:11]([NH:13][NH:14][C:15](=[O:26])[C:16]1[CH:21]=[CH:20][C:19]([S:22]([CH3:25])(=[O:24])=[O:23])=[CH:18][CH:17]=1)=O)([C:4]([CH3:7])([CH3:6])[CH3:5])([CH3:3])[CH3:2].C1C=CC(P(C2C=CC=CC=2)C2C=CC=CC=2)=CC=1.II.CCN(CC)CC. Product: [Si:1]([O:8][C@H:9]([CH3:40])[C@@H:10]([NH:27][C:28]1[CH:33]=[CH:32][C:31]([C:34]#[N:35])=[C:30]([C:36]([F:37])([F:39])[F:38])[CH:29]=1)[C:11]1[O:26][C:15]([C:16]2[CH:17]=[CH:18][C:19]([S:22]([CH3:25])(=[O:23])=[O:24])=[CH:20][CH:21]=2)=[N:14][N:13]=1)([C:4]([CH3:5])([CH3:7])[CH3:6])([CH3:2])[CH3:3]. The catalyst class is: 2. (4) Reactant: [CH2:1]([NH:5][C:6](=[O:38])[C@H:7]([CH3:37])[CH2:8][C@H:9]([OH:36])[C@@H:10]([NH:28][C:29]([O:31][C:32]([CH3:35])([CH3:34])[CH3:33])=[O:30])[CH2:11][C@@H:12]([CH:25]([CH3:27])[CH3:26])[CH2:13][C:14]1[CH:19]=[CH:18][C:17]([C:20]([CH3:23])([CH3:22])[CH3:21])=[C:16]([OH:24])[CH:15]=1)[CH2:2][CH2:3][CH3:4].C(=O)([O-])[O-].[Cs+].[Cs+].[CH2:45]([O:47][C:48](=[O:51])[CH2:49]I)[CH3:46]. Product: [CH2:1]([NH:5][C:6](=[O:38])[C@H:7]([CH3:37])[CH2:8][C@H:9]([OH:36])[C@@H:10]([NH:28][C:29]([O:31][C:32]([CH3:34])([CH3:33])[CH3:35])=[O:30])[CH2:11][C@@H:12]([CH:25]([CH3:26])[CH3:27])[CH2:13][C:14]1[CH:19]=[CH:18][C:17]([C:20]([CH3:23])([CH3:22])[CH3:21])=[C:16]([O:24][CH2:49][C:48]([O:47][CH2:45][CH3:46])=[O:51])[CH:15]=1)[CH2:2][CH2:3][CH3:4]. The catalyst class is: 21. (5) Product: [C:10]1([C:9]([C:16]2[CH:21]=[CH:20][CH:19]=[CH:18][CH:17]=2)=[N:22][NH:23][C:2]2[CH:3]=[CH:4][C:5](=[O:8])[NH:6][CH:7]=2)[CH:11]=[CH:12][CH:13]=[CH:14][CH:15]=1. The catalyst class is: 11. Reactant: Br[C:2]1[CH:3]=[CH:4][C:5](=[O:8])[NH:6][CH:7]=1.[C:9](=[N:22][NH2:23])([C:16]1[CH:21]=[CH:20][CH:19]=[CH:18][CH:17]=1)[C:10]1[CH:15]=[CH:14][CH:13]=[CH:12][CH:11]=1.C1(P(C2C=CC=CC=2)C2C3OC4C(=CC=CC=4P(C4C=CC=CC=4)C4C=CC=CC=4)C(C)(C)C=3C=CC=2)C=CC=CC=1.CC(C)([O-])C.[Na+]. (6) Reactant: C([Sn](CCCC)(CCCC)/[CH:6]=[CH:7]\[CH2:8][NH2:9])CCC.Br[C:19]1[N:20]=[C:21]([N:27]2[CH2:32][CH2:31][O:30][CH2:29][CH2:28]2)[S:22][C:23]=1[C:24]([O-:26])=O. Product: [N:27]1([C:21]2[S:22][C:23]3[C:24](=[O:26])[NH:9][CH2:8][CH:7]=[CH:6][C:19]=3[N:20]=2)[CH2:32][CH2:31][O:30][CH2:29][CH2:28]1. The catalyst class is: 109. (7) Reactant: [C:1]([C:4]1[CH:11]=[CH:10][C:7]([CH:8]=[O:9])=[CH:6][CH:5]=1)([OH:3])=[O:2].C(OC(O[C:15]([CH3:18])([CH3:17])[CH3:16])=O)(O[C:15]([CH3:18])([CH3:17])[CH3:16])=O. Product: [C:15]([O:2][C:1](=[O:3])[C:4]1[CH:11]=[CH:10][C:7]([CH:8]=[O:9])=[CH:6][CH:5]=1)([CH3:18])([CH3:17])[CH3:16]. The catalyst class is: 453.